From a dataset of Forward reaction prediction with 1.9M reactions from USPTO patents (1976-2016). Predict the product of the given reaction. The product is: [F:19][C:20]1[CH:27]=[CH:26][C:23]([CH2:7][N:6]2[C:5](=[O:12])[C:4]3[C:8](=[CH:9][CH:10]=[C:2]([O:1][CH2:24][C:23]4[CH:26]=[CH:27][C:20]([F:19])=[CH:21][CH:22]=4)[CH:3]=3)[C:13]2=[O:16])=[CH:22][CH:21]=1. Given the reactants [OH:1][C:2]1[CH:3]=[C:4]2[C:8](=[CH:9][CH:10]=1)[C:7](=O)[NH:6][C:5]2=[O:12].[C:13](=[O:16])([O-])[O-].[K+].[K+].[F:19][C:20]1[CH:27]=[CH:26][C:23]([CH2:24]Br)=[CH:22][CH:21]=1, predict the reaction product.